From a dataset of Peptide-MHC class I binding affinity with 185,985 pairs from IEDB/IMGT. Regression. Given a peptide amino acid sequence and an MHC pseudo amino acid sequence, predict their binding affinity value. This is MHC class I binding data. (1) The peptide sequence is TAATIQTPTK. The MHC is HLA-A31:01 with pseudo-sequence HLA-A31:01. The binding affinity (normalized) is 0. (2) The peptide sequence is VTRKCPQKK. The MHC is HLA-A31:01 with pseudo-sequence HLA-A31:01. The binding affinity (normalized) is 0.758. (3) The MHC is HLA-A02:06 with pseudo-sequence HLA-A02:06. The peptide sequence is AMNREVSSL. The binding affinity (normalized) is 0.260. (4) The peptide sequence is AIFNNRNLA. The MHC is HLA-A02:02 with pseudo-sequence HLA-A02:02. The binding affinity (normalized) is 0.482. (5) The peptide sequence is WIKDIMTSTR. The MHC is HLA-A33:01 with pseudo-sequence HLA-A33:01. The binding affinity (normalized) is 0.616. (6) The MHC is HLA-A02:03 with pseudo-sequence HLA-A02:03. The peptide sequence is AVASGLLWV. The binding affinity (normalized) is 0.941. (7) The peptide sequence is RLRRDQRSL. The MHC is HLA-B15:01 with pseudo-sequence HLA-B15:01. The binding affinity (normalized) is 0.638. (8) The peptide sequence is RLYELIGSV. The MHC is HLA-B83:01 with pseudo-sequence HLA-B83:01. The binding affinity (normalized) is 0.213. (9) The peptide sequence is RTSKAALER. The MHC is HLA-B15:03 with pseudo-sequence HLA-B15:03. The binding affinity (normalized) is 0.